Dataset: Full USPTO retrosynthesis dataset with 1.9M reactions from patents (1976-2016). Task: Predict the reactants needed to synthesize the given product. (1) Given the product [F:3][C:4]1[C:5]([CH2:16][N:17]([CH3:25])[C:18](=[O:24])[O:19][C:20]([CH3:21])([CH3:22])[CH3:23])=[CH:6][N:7]([S:49]([C:46]2[CH:47]=[N:48][C:43]([CH3:42])=[CH:44][CH:45]=2)(=[O:51])=[O:50])[C:8]=1[C:9]1[C:10]([F:15])=[N:11][CH:12]=[CH:13][CH:14]=1, predict the reactants needed to synthesize it. The reactants are: [H-].[Na+].[F:3][C:4]1[C:5]([CH2:16][N:17]([CH3:25])[C:18](=[O:24])[O:19][C:20]([CH3:23])([CH3:22])[CH3:21])=[CH:6][NH:7][C:8]=1[C:9]1[C:10]([F:15])=[N:11][CH:12]=[CH:13][CH:14]=1.C1OCCOCCOCCOCCOC1.Cl.[CH3:42][C:43]1[N:48]=[CH:47][C:46]([S:49](Cl)(=[O:51])=[O:50])=[CH:45][CH:44]=1. (2) Given the product [CH3:9][O:10][C:11]1[CH:12]=[C:13]2[C:18](=[CH:19][CH:20]=1)[C:17](=[O:21])[CH:16]([C:5]([O:6][CH3:7])=[O:8])[CH2:15][CH2:14]2, predict the reactants needed to synthesize it. The reactants are: [H-].[Na+].CO[C:5](=[O:8])[O:6][CH3:7].[CH3:9][O:10][C:11]1[CH:12]=[C:13]2[C:18](=[CH:19][CH:20]=1)[C:17](=[O:21])[CH2:16][CH2:15][CH2:14]2.